This data is from Full USPTO retrosynthesis dataset with 1.9M reactions from patents (1976-2016). The task is: Predict the reactants needed to synthesize the given product. (1) The reactants are: CO[C:3]([C:5]1[C:6]([OH:34])=[C:7]2[C:12](=[C:13]([C:15]3[CH:20]=[CH:19][N:18]=[CH:17][CH:16]=3)[N:14]=1)[N:11]([C:21]1[CH:26]=[CH:25][CH:24]=[CH:23][CH:22]=1)[C:10](=[O:27])[C:9]([C:28]1[CH:33]=[CH:32][CH:31]=[CH:30][CH:29]=1)=[CH:8]2)=[O:4].[NH2:35][CH2:36][CH2:37][C:38]([OH:40])=[O:39].C[O-].[Na+]. Given the product [OH:34][C:6]1[C:5]([C:3]([NH:35][CH2:36][CH2:37][C:38]([OH:40])=[O:39])=[O:4])=[N:14][C:13]([C:15]2[CH:20]=[CH:19][N:18]=[CH:17][CH:16]=2)=[C:12]2[C:7]=1[CH:8]=[C:9]([C:28]1[CH:33]=[CH:32][CH:31]=[CH:30][CH:29]=1)[C:10](=[O:27])[N:11]2[C:21]1[CH:22]=[CH:23][CH:24]=[CH:25][CH:26]=1, predict the reactants needed to synthesize it. (2) Given the product [CH2:7]([NH:14][C@@H:2]1[CH2:3][CH2:4][CH2:5][C@H:1]1[OH:6])[C:8]1[CH:13]=[CH:12][CH:11]=[CH:10][CH:9]=1, predict the reactants needed to synthesize it. The reactants are: [CH:1]12[O:6][CH:2]1[CH2:3][CH2:4][CH2:5]2.[CH2:7]([NH2:14])[C:8]1[CH:13]=[CH:12][CH:11]=[CH:10][CH:9]=1. (3) Given the product [Cl:19][C:16]1[CH:15]=[CH:14][C:13]([C:11]([N:10]2[C:9]3[C:4](=[CH:5][C:6]([O:20][CH3:21])=[CH:7][CH:8]=3)[C:3]([CH2:22][C:23]([NH2:32])=[O:24])=[C:2]2[CH3:1])=[O:12])=[CH:18][CH:17]=1, predict the reactants needed to synthesize it. The reactants are: [CH3:1][C:2]1[N:10]([C:11]([C:13]2[CH:14]=[CH:15][C:16]([Cl:19])=[CH:17][CH:18]=2)=[O:12])[C:9]2[CH:8]=[CH:7][C:6]([O:20][CH3:21])=[CH:5][C:4]=2[C:3]=1[CH2:22][C:23](O)=[O:24].OC1C2N=N[NH:32]C=2C=CC=1.N.C1(N=C=NCCN2CCOCC2)CCCCC1.CC1C=CC(S(O)(=O)=O)=CC=1. (4) Given the product [Cl:74][C:71]1[CH:70]=[CH:69][C:68]([C@@H:64]([C@@H:60]2[CH2:61][CH2:62][CH2:63][N:59]2[C:57]([O:56][C:52]([CH3:55])([CH3:54])[CH3:53])=[O:58])[C:65]([N:16]2[CH2:15][CH2:14][N:13]([C:5]3[C:4]([CH3:3])=[CH:9][N:8]=[C:7]4[NH:10][N:11]=[CH:12][C:6]=34)[CH2:18][CH2:17]2)=[O:66])=[CH:73][CH:72]=1, predict the reactants needed to synthesize it. The reactants are: Cl.Cl.[CH3:3][C:4]1[C:5]([N:13]2[CH2:18][CH2:17][NH:16][CH2:15][CH2:14]2)=[C:6]2[CH:12]=[N:11][NH:10][C:7]2=[N:8][CH:9]=1.C(N(C(C)C)CC)(C)C.CN(C(ON1N=NC2C=CC=NC1=2)=[N+](C)C)C.F[P-](F)(F)(F)(F)F.[C:52]([O:56][C:57]([N:59]1[CH2:63][CH2:62][CH2:61][C@H:60]1[C@H:64]([C:68]1[CH:73]=[CH:72][C:71]([Cl:74])=[CH:70][CH:69]=1)[C:65](O)=[O:66])=[O:58])([CH3:55])([CH3:54])[CH3:53]. (5) Given the product [C:1]([O:5][C:6](=[O:12])[CH2:7][N:8]([CH2:9][CH2:10][OH:11])[C:31](=[O:32])[CH2:30][C@H:29]([O:28][C:13](=[O:27])[CH2:14][CH2:15][CH2:16][CH2:17][CH2:18][CH2:19][CH2:20][CH2:21][CH2:22][CH2:23][CH2:24][CH2:25][CH3:26])[CH2:34][CH2:35][CH2:36][CH2:37][CH2:38][CH2:39][CH2:40][CH2:41][CH2:42][CH2:43][CH3:44])([CH3:4])([CH3:2])[CH3:3], predict the reactants needed to synthesize it. The reactants are: [C:1]([O:5][C:6](=[O:12])[CH2:7][NH:8][CH2:9][CH2:10][OH:11])([CH3:4])([CH3:3])[CH3:2].[C:13]([O:28][C@H:29]([CH2:34][CH2:35][CH2:36][CH2:37][CH2:38][CH2:39][CH2:40][CH2:41][CH2:42][CH2:43][CH3:44])[CH2:30][C:31](O)=[O:32])(=[O:27])[CH2:14][CH2:15][CH2:16][CH2:17][CH2:18][CH2:19][CH2:20][CH2:21][CH2:22][CH2:23][CH2:24][CH2:25][CH3:26].C(Cl)CCl.CI. (6) Given the product [CH3:5][C:2]([N:6]1[CH2:7][CH2:8][O:9][CH2:10][CH2:11]1)([CH3:1])[CH2:3][NH:4][C:17](=[O:18])[O:16][C:13]([CH3:15])([CH3:14])[CH3:12], predict the reactants needed to synthesize it. The reactants are: [CH3:1][C:2]([N:6]1[CH2:11][CH2:10][O:9][CH2:8][CH2:7]1)([CH3:5])[CH2:3][NH2:4].[CH3:12][C:13]([O:16][C:17](O[C:17]([O:16][C:13]([CH3:15])([CH3:14])[CH3:12])=[O:18])=[O:18])([CH3:15])[CH3:14].